Task: Predict the reactants needed to synthesize the given product.. Dataset: Full USPTO retrosynthesis dataset with 1.9M reactions from patents (1976-2016) (1) Given the product [CH3:1][O:2][C:3]1[CH:10]=[CH:9][C:6](/[CH:7]=[CH:17]/[C:16]([C:19]2[CH:27]=[CH:26][C:22]([C:23]([OH:25])=[O:24])=[CH:21][CH:20]=2)=[O:18])=[C:5]([C:11]2[S:12][CH:13]=[CH:14][CH:15]=2)[CH:4]=1, predict the reactants needed to synthesize it. The reactants are: [CH3:1][O:2][C:3]1[CH:10]=[CH:9][C:6]([CH:7]=O)=[C:5]([C:11]2[S:12][CH:13]=[CH:14][CH:15]=2)[CH:4]=1.[C:16]([C:19]1[CH:27]=[CH:26][C:22]([C:23]([OH:25])=[O:24])=[CH:21][CH:20]=1)(=[O:18])[CH3:17]. (2) Given the product [ClH:23].[NH2:8][C@@H:12]([CH2:13][C:14]1[CH:15]=[CH:16][CH:17]=[CH:18][CH:19]=1)[C:11](=[O:20])[CH2:22][Cl:23], predict the reactants needed to synthesize it. The reactants are: C(OC([N:8]1[C@@H:12]([CH2:13][C:14]2[CH:19]=[CH:18][CH:17]=[CH:16][CH:15]=2)[C:11](=[O:20])OC1)=O)(C)(C)C.Br[CH2:22][Cl:23].C([Li])CCC.Cl. (3) Given the product [CH2:38]([CH:37]([C:36]1[C:31]2[N:32]([C:28]([C:21]3[S:20][C:19]([C:6]4[N:2]([CH3:1])[N:3]=[CH:4][N:5]=4)=[N:23][C:22]=3[C:24]([F:25])([F:26])[F:27])=[C:29]([CH3:43])[N:30]=2)[N:33]=[C:34]([CH3:42])[CH:35]=1)[CH2:40][CH3:41])[CH3:39], predict the reactants needed to synthesize it. The reactants are: [CH3:1][N:2]1[CH:6]=[N:5][CH:4]=[N:3]1.C([Li])CCC.CCCCCC.Br[C:19]1[S:20][C:21]([C:28]2[N:32]3[N:33]=[C:34]([CH3:42])[CH:35]=[C:36]([CH:37]([CH2:40][CH3:41])[CH2:38][CH3:39])[C:31]3=[N:30][C:29]=2[CH3:43])=[C:22]([C:24]([F:27])([F:26])[F:25])[N:23]=1.[NH4+].[Cl-].